Task: Predict which catalyst facilitates the given reaction.. Dataset: Catalyst prediction with 721,799 reactions and 888 catalyst types from USPTO (1) Reactant: [CH2:1]([S:8][C:9]1[CH:10]=[C:11]2[C:16](=[CH:17][CH:18]=1)[C:15]([Cl:19])=[N:14][CH:13]=[C:12]2[O:20]C)[C:2]1[CH:7]=[CH:6][CH:5]=[CH:4][CH:3]=1.B(Br)(Br)Br. Product: [CH2:1]([S:8][C:9]1[CH:10]=[C:11]2[C:16](=[CH:17][CH:18]=1)[C:15]([Cl:19])=[N:14][CH:13]=[C:12]2[OH:20])[C:2]1[CH:7]=[CH:6][CH:5]=[CH:4][CH:3]=1. The catalyst class is: 2. (2) Reactant: [CH3:1][C:2]1[N:7]=[C:6]2[S:8][C:9]3[CH2:14][CH2:13][CH2:12][CH2:11][C:10]=3[C:5]2=[C:4]([C:15]2[CH:16]=[N:17][CH:18]=[CH:19][CH:20]=2)[C:3]=1[CH:21]([CH2:26][CH2:27][CH3:28])[C:22]([O:24]C)=[O:23].[OH-].[Na+]. Product: [CH3:1][C:2]1[N:7]=[C:6]2[S:8][C:9]3[CH2:14][CH2:13][CH2:12][CH2:11][C:10]=3[C:5]2=[C:4]([C:15]2[CH:16]=[N:17][CH:18]=[CH:19][CH:20]=2)[C:3]=1[CH:21]([CH2:26][CH2:27][CH3:28])[C:22]([OH:24])=[O:23]. The catalyst class is: 5. (3) Reactant: [CH:1]([C:4]1[CH:41]=[CH:40][C:7]([CH2:8][NH:9][C:10]([C@@H:12]2[N:17]([S:18]([C:21]3[CH:26]=[CH:25][C:24]([C:27]([F:30])([F:29])[F:28])=[CH:23][CH:22]=3)(=[O:20])=[O:19])[CH2:16][CH2:15][N:14]([C:31]3[S:32][C:33]([C:37](O)=[O:38])=[C:34]([CH3:36])[N:35]=3)[CH2:13]2)=[O:11])=[CH:6][CH:5]=1)([CH3:3])[CH3:2].[NH3:42]. Product: [CH:1]([C:4]1[CH:5]=[CH:6][C:7]([CH2:8][NH:9][C:10]([C@H:12]2[CH2:13][N:14]([C:31]3[S:32][C:33]([C:37](=[O:38])[NH2:42])=[C:34]([CH3:36])[N:35]=3)[CH2:15][CH2:16][N:17]2[S:18]([C:21]2[CH:22]=[CH:23][C:24]([C:27]([F:28])([F:29])[F:30])=[CH:25][CH:26]=2)(=[O:20])=[O:19])=[O:11])=[CH:40][CH:41]=1)([CH3:2])[CH3:3]. The catalyst class is: 7. (4) Reactant: [CH3:1][C:2]([C:4]1[CH:9]=[C:8]([Br:10])[CH:7]=[CH:6][C:5]=1[OH:11])=[O:3].[CH2:12]([N:19]1[CH2:24][CH2:23][C:22](=O)[CH2:21][CH2:20]1)[C:13]1[CH:18]=[CH:17][CH:16]=[CH:15][CH:14]=1.N1CCCC1. Product: [CH2:12]([N:19]1[CH2:24][CH2:23][C:22]2([CH2:1][C:2](=[O:3])[C:4]3[C:5](=[CH:6][CH:7]=[C:8]([Br:10])[CH:9]=3)[O:11]2)[CH2:21][CH2:20]1)[C:13]1[CH:18]=[CH:17][CH:16]=[CH:15][CH:14]=1. The catalyst class is: 5. (5) Reactant: [CH:1]1[CH:2]=[CH:3][C:4]([O:7][C:8]2[C:9]([N:21]3[CH2:25][CH2:24][CH2:23][CH2:22]3)=[CH:10][C:11]([C:18]([OH:20])=O)=[CH:12][C:13]=2[S:14]([NH2:17])(=[O:16])=[O:15])=[CH:5][CH:6]=1.C(Cl)CCl.C1C=CC2N(O)N=NC=2C=1.[CH2:40]([NH:47][CH2:48][C:49]1[CH:54]=[CH:53][CH:52]=[CH:51][CH:50]=1)[C:41]1[CH:46]=[CH:45][CH:44]=[CH:43][CH:42]=1. Product: [CH2:48]([N:47]([CH2:40][C:41]1[CH:46]=[CH:45][CH:44]=[CH:43][CH:42]=1)[C:18](=[O:20])[C:11]1[CH:10]=[C:9]([N:21]2[CH2:25][CH2:24][CH2:23][CH2:22]2)[C:8]([O:7][C:4]2[CH:3]=[CH:2][CH:1]=[CH:6][CH:5]=2)=[C:13]([S:14]([NH2:17])(=[O:16])=[O:15])[CH:12]=1)[C:49]1[CH:54]=[CH:53][CH:52]=[CH:51][CH:50]=1. The catalyst class is: 3. (6) Reactant: CO[CH:3](OC)[CH2:4][NH:5][C:6]([C:8]1[NH:12][N:11]=[C:10]([C:13]([F:16])([F:15])[F:14])[CH:9]=1)=[O:7].FC(F)(F)C(O)=O. Product: [F:14][C:13]([F:16])([F:15])[C:10]1[CH:9]=[C:8]2[C:6](=[O:7])[NH:5][CH:4]=[CH:3][N:12]2[N:11]=1. The catalyst class is: 4.